Dataset: Peptide-MHC class I binding affinity with 185,985 pairs from IEDB/IMGT. Task: Regression. Given a peptide amino acid sequence and an MHC pseudo amino acid sequence, predict their binding affinity value. This is MHC class I binding data. (1) The peptide sequence is ADYLSCSHF. The MHC is HLA-B18:01 with pseudo-sequence HLA-B18:01. The binding affinity (normalized) is 0. (2) The peptide sequence is RRRWRRLTV. The MHC is HLA-B44:02 with pseudo-sequence HLA-B44:02. The binding affinity (normalized) is 0. (3) The binding affinity (normalized) is 0.0847. The MHC is HLA-B27:03 with pseudo-sequence HLA-B27:03. The peptide sequence is LVTGAGSGF. (4) The peptide sequence is ILNRKAIDF. The MHC is HLA-A29:02 with pseudo-sequence HLA-A29:02. The binding affinity (normalized) is 0.0847.